This data is from Peptide-MHC class I binding affinity with 185,985 pairs from IEDB/IMGT. The task is: Regression. Given a peptide amino acid sequence and an MHC pseudo amino acid sequence, predict their binding affinity value. This is MHC class I binding data. The peptide sequence is GMMQNDYGGM. The MHC is HLA-A02:03 with pseudo-sequence HLA-A02:03. The binding affinity (normalized) is 0.410.